This data is from Full USPTO retrosynthesis dataset with 1.9M reactions from patents (1976-2016). The task is: Predict the reactants needed to synthesize the given product. (1) Given the product [CH2:1]([C:3]1[N:13]([CH2:14][C:15]2[CH:16]=[CH:17][C:18](/[CH:21]=[CH:22]/[CH2:23][N:32]3[CH2:31][CH2:30][N:29]([CH2:28][C:27]([N:26]([CH3:36])[CH3:25])=[O:35])[CH2:34][CH2:33]3)=[CH:19][CH:20]=2)[C:6]2=[N:7][C:8]([CH3:12])=[CH:9][C:10]([CH3:11])=[C:5]2[N:4]=1)[CH3:2], predict the reactants needed to synthesize it. The reactants are: [CH2:1]([C:3]1[N:13]([CH2:14][C:15]2[CH:20]=[CH:19][C:18](/[CH:21]=[CH:22]/[CH2:23]O)=[CH:17][CH:16]=2)[C:6]2=[N:7][C:8]([CH3:12])=[CH:9][C:10]([CH3:11])=[C:5]2[N:4]=1)[CH3:2].[CH3:25][N:26]([CH3:36])[C:27](=[O:35])[CH2:28][N:29]1[CH2:34][CH2:33][NH:32][CH2:31][CH2:30]1. (2) Given the product [Br:20][CH2:2][C:1]([C:4]1[CH:5]=[C:6]([S:10]([NH:13][CH:14]2[CH2:19][CH2:18][CH2:17][CH2:16][CH2:15]2)(=[O:11])=[O:12])[CH:7]=[CH:8][CH:9]=1)=[O:3], predict the reactants needed to synthesize it. The reactants are: [C:1]([C:4]1[CH:5]=[C:6]([S:10]([NH:13][CH:14]2[CH2:19][CH2:18][CH2:17][CH2:16][CH2:15]2)(=[O:12])=[O:11])[CH:7]=[CH:8][CH:9]=1)(=[O:3])[CH3:2].[Br-:20].[Br-].[Br-].[NH+]1C=CC=CC=1.[NH+]1C=CC=CC=1.[NH+]1C=CC=CC=1. (3) Given the product [CH3:26][O:16][C:15]([C:11]1[CH:12]=[C:13]2[C:8](=[CH:9][CH:10]=1)[N:7]=[CH:6][C:5]([O:4][C:3]1[C:18]([Cl:25])=[CH:19][C:20]([N+:22]([O-:24])=[O:23])=[CH:21][C:2]=1[Cl:1])=[CH:14]2)=[O:17], predict the reactants needed to synthesize it. The reactants are: [Cl:1][C:2]1[CH:21]=[C:20]([N+:22]([O-:24])=[O:23])[CH:19]=[C:18]([Cl:25])[C:3]=1[O:4][C:5]1[CH:6]=[N:7][C:8]2[C:13]([CH:14]=1)=[CH:12][C:11]([C:15]([OH:17])=[O:16])=[CH:10][CH:9]=2.[CH3:26]C(O)=O. (4) Given the product [NH2:3][CH2:12][C:13]1[CH:14]=[CH:15][C:16]([C:17]([NH:19][C:20]2[C:25]([CH3:26])=[CH:24][C:23]([C:27]([F:36])([C:28]([F:29])([F:30])[F:31])[C:32]([F:33])([F:34])[F:35])=[CH:22][C:21]=2[CH2:37][CH3:38])=[O:18])=[CH:39][CH:40]=1, predict the reactants needed to synthesize it. The reactants are: O=C1C2C(=CC=CC=2)C(=O)[N:3]1[CH2:12][C:13]1[CH:40]=[CH:39][C:16]([C:17]([NH:19][C:20]2[C:25]([CH3:26])=[CH:24][C:23]([C:27]([F:36])([C:32]([F:35])([F:34])[F:33])[C:28]([F:31])([F:30])[F:29])=[CH:22][C:21]=2[CH2:37][CH3:38])=[O:18])=[CH:15][CH:14]=1.O.NN. (5) Given the product [Br:8][C:5]1[CH:6]=[CH:7][C:2]2[N:3]([CH:10]=[C:11]([C:12]([F:15])([F:14])[F:13])[N:1]=2)[CH:4]=1, predict the reactants needed to synthesize it. The reactants are: [NH2:1][C:2]1[CH:7]=[CH:6][C:5]([Br:8])=[CH:4][N:3]=1.Br[CH2:10][C:11](=O)[C:12]([F:15])([F:14])[F:13].C(=O)([O-])[O-].[K+].[K+]. (6) Given the product [CH2:1]([NH:8][C:10]1[CH:11]=[CH:12][CH:13]=[C:14]([NH:16][C:17]2[CH:22]=[CH:21][C:20]([N:23]3[CH:27]=[C:26]([CH3:28])[N:25]=[CH:24]3)=[C:19]([O:29][CH3:30])[CH:18]=2)[N:15]=1)[C:2]1[CH:7]=[CH:6][CH:5]=[CH:4][CH:3]=1, predict the reactants needed to synthesize it. The reactants are: [CH2:1]([NH2:8])[C:2]1[CH:7]=[CH:6][CH:5]=[CH:4][CH:3]=1.Cl[C:10]1[N:15]=[C:14]([NH:16][C:17]2[CH:22]=[CH:21][C:20]([N:23]3[CH:27]=[C:26]([CH3:28])[N:25]=[CH:24]3)=[C:19]([O:29][CH3:30])[CH:18]=2)[CH:13]=[CH:12][CH:11]=1. (7) Given the product [CH2:1]([O:3][C:4](=[O:17])[CH2:5][N:6]1[C:10](=[O:11])[CH:9]2[CH:12]=[C:13]([C:23]3[CH:24]=[CH:25][C:20]([O:19][CH3:18])=[CH:21][CH:22]=3)[S:14][CH:8]2[C:7]1=[O:16])[CH3:2], predict the reactants needed to synthesize it. The reactants are: [CH2:1]([O:3][C:4](=[O:17])[CH2:5][N:6]1[C:10](=[O:11])[CH:9]2[CH:12]=[C:13](Br)[S:14][CH:8]2[C:7]1=[O:16])[CH3:2].[CH3:18][O:19][C:20]1[CH:25]=[CH:24][C:23](B(O)O)=[CH:22][CH:21]=1.C(=O)([O-])[O-].[Cs+].[Cs+]. (8) Given the product [As:1]([C:3]1[CH:8]=[CH:7][C:6]([NH:9][C:10]([CH2:12][S:13][CH2:14][CH2:15][C:16]([NH:18][C@H:19]([C:24]([OH:26])=[O:25])[CH2:20][CH2:21][C:36]([OH:38])=[O:37])=[O:17])=[O:11])=[CH:5][CH:4]=1)=[O:2], predict the reactants needed to synthesize it. The reactants are: [As:1]([C:3]1[CH:8]=[CH:7][C:6]([NH:9][C:10]([CH2:12][S:13][CH2:14][CH2:15][C:16]([NH:18][C@H:19]([C:24]([OH:26])=[O:25])[CH2:20][C:21](O)=O)=[O:17])=[O:11])=[CH:5][CH:4]=1)=[O:2].SCCC(N[C@H](C([O-])=O)CC[C:36]([O-:38])=[O:37])=O.[Na+].[Na+].C(=O)(O)[O-].C1(P(C2C=CC=CC=2)C2C=CC=CC=2)C=CC=CC=1. (9) Given the product [Cl:1][C:2]1[CH:11]=[C:6]([C:7]([O:9][CH3:10])=[O:8])[C:5]2[O:12][C:19]([CH2:20][CH2:21][OH:22])=[CH:18][C:4]=2[CH:3]=1, predict the reactants needed to synthesize it. The reactants are: [Cl:1][C:2]1[CH:3]=[C:4](I)[C:5]([OH:12])=[C:6]([CH:11]=1)[C:7]([O:9][CH3:10])=[O:8].FC1C=C(C(OC)=O)[C:18]2[O:22][C:21](C)=[CH:20][C:19]=2C=1. (10) Given the product [CH3:1][O:2][C:3](=[O:21])[CH:4]=[CH:5][C:6]1[CH:11]=[CH:10][C:9]([CH2:12][NH2:13])=[CH:8][CH:7]=1, predict the reactants needed to synthesize it. The reactants are: [CH3:1][O:2][C:3](=[O:21])[CH:4]=[CH:5][C:6]1[CH:11]=[CH:10][C:9]([CH2:12][NH:13]C(OC(C)(C)C)=O)=[CH:8][CH:7]=1.FC(F)(F)C(O)=O.